Dataset: Forward reaction prediction with 1.9M reactions from USPTO patents (1976-2016). Task: Predict the product of the given reaction. (1) The product is: [OH:39][CH:36]([C:34]1[CH:33]=[CH:32][C:31]([OH:40])=[C:30]([O:29][CH3:28])[CH:35]=1)[CH2:37][NH:38][CH:2]1[CH2:3][CH2:4][N:5]([C:8]2[CH:9]=[CH:10][C:11]([NH:14][S:15]([C:18]3[CH:19]=[CH:20][C:21]([NH:24][C:25](=[O:27])[CH3:26])=[CH:22][CH:23]=3)(=[O:17])=[O:16])=[CH:12][CH:13]=2)[CH2:6][CH2:7]1. Given the reactants O=[C:2]1[CH2:7][CH2:6][N:5]([C:8]2[CH:13]=[CH:12][C:11]([NH:14][S:15]([C:18]3[CH:23]=[CH:22][C:21]([NH:24][C:25](=[O:27])[CH3:26])=[CH:20][CH:19]=3)(=[O:17])=[O:16])=[CH:10][CH:9]=2)[CH2:4][CH2:3]1.[CH3:28][O:29][C:30]1[CH:35]=[C:34]([CH:36]([OH:39])[CH2:37][NH2:38])[CH:33]=[CH:32][C:31]=1[OH:40], predict the reaction product. (2) Given the reactants [CH3:1][C:2]1[C:6]([C:7]([C:9]2[CH:14]=[CH:13][CH:12]=[CH:11][CH:10]=2)=[O:8])=[C:5]([CH3:15])[N:4]([C:16]2[CH:23]=[CH:22][C:19]([C:20]#[N:21])=[CH:18][CH:17]=2)[N:3]=1.[CH2:24]([Mg]Br)[CH3:25], predict the reaction product. The product is: [OH:8][C:7]([C:6]1[C:2]([CH3:1])=[N:3][N:4]([C:16]2[CH:17]=[CH:18][C:19]([C:20]#[N:21])=[CH:22][CH:23]=2)[C:5]=1[CH3:15])([C:9]1[CH:10]=[CH:11][CH:12]=[CH:13][CH:14]=1)[CH2:24][CH3:25].